The task is: Predict which catalyst facilitates the given reaction.. This data is from Catalyst prediction with 721,799 reactions and 888 catalyst types from USPTO. (1) Reactant: [CH3:1][S:2]([CH2:5][N:6]1[C:11](=[O:12])[CH2:10][O:9][C:8]2[N:13]=[C:14]([C:23]3[CH:28]=[CH:27][C:26]([C:29]4([NH:33]C(=O)OC(C)(C)C)[CH2:32][CH2:31][CH2:30]4)=[CH:25][CH:24]=3)[C:15]([C:17]3[CH:22]=[CH:21][CH:20]=[CH:19][CH:18]=3)=[CH:16][C:7]1=2)(=[O:4])=[O:3]. Product: [NH2:33][C:29]1([C:26]2[CH:27]=[CH:28][C:23]([C:14]3[C:15]([C:17]4[CH:18]=[CH:19][CH:20]=[CH:21][CH:22]=4)=[CH:16][C:7]4[N:6]([CH2:5][S:2]([CH3:1])(=[O:4])=[O:3])[C:11](=[O:12])[CH2:10][O:9][C:8]=4[N:13]=3)=[CH:24][CH:25]=2)[CH2:32][CH2:31][CH2:30]1. The catalyst class is: 67. (2) Reactant: [CH2:1]([O:3][C:4](=[O:39])[CH2:5][CH2:6][CH2:7][O:8][C:9]1[CH:14]=[CH:13][CH:12]=[C:11]([CH2:15][CH2:16][CH2:17][CH2:18][CH2:19][CH2:20][O:21][C:22]2[CH:27]=[C:26](Br)[CH:25]=[C:24]([C:29](=[O:31])[CH3:30])[CH:23]=2)[C:10]=1[CH2:32][CH2:33][C:34]([O:36][CH2:37][CH3:38])=[O:35])[CH3:2].[CH2:40]1[O:48][C:47]2[CH:46]=[CH:45][C:44](B(O)O)=[CH:43][C:42]=2[O:41]1.C(=O)([O-])[O-].[Cs+].[Cs+]. Product: [CH2:1]([O:3][C:4](=[O:39])[CH2:5][CH2:6][CH2:7][O:8][C:9]1[CH:14]=[CH:13][CH:12]=[C:11]([CH2:15][CH2:16][CH2:17][CH2:18][CH2:19][CH2:20][O:21][C:22]2[CH:27]=[C:26]([C:45]3[CH:44]=[CH:43][C:42]4[O:41][CH2:40][O:48][C:47]=4[CH:46]=3)[CH:25]=[C:24]([C:29](=[O:31])[CH3:30])[CH:23]=2)[C:10]=1[CH2:32][CH2:33][C:34]([O:36][CH2:37][CH3:38])=[O:35])[CH3:2]. The catalyst class is: 140. (3) Reactant: [OH:1][CH2:2][C:3]#[C:4][C:5]1[S:6][C:7]([C:31]2[CH:32]=[C:33]([CH3:37])[CH:34]=[CH:35][CH:36]=2)=[C:8]([C:10]([N:12]2[CH2:17][C@@H:16]3[C@@H:14]([CH2:15]3)[C@H:13]2[CH2:18][NH:19][C:20]([C:22]2[N:29]3[C:25]([S:26][CH:27]=[CH:28]3)=[N:24][C:23]=2[CH3:30])=[O:21])=[O:11])[N:9]=1. Product: [OH:1][CH2:2][CH2:3][CH2:4][C:5]1[S:6][C:7]([C:31]2[CH:32]=[C:33]([CH3:37])[CH:34]=[CH:35][CH:36]=2)=[C:8]([C:10]([N:12]2[CH2:17][C@@H:16]3[C@@H:14]([CH2:15]3)[C@H:13]2[CH2:18][NH:19][C:20]([C:22]2[N:29]3[C:25]([S:26][CH:27]=[CH:28]3)=[N:24][C:23]=2[CH3:30])=[O:21])=[O:11])[N:9]=1. The catalyst class is: 50. (4) Reactant: [CH2:1]([N:8]1[C:16]2[C:11](=[CH:12][CH:13]=[CH:14][CH:15]=2)[C:10]([CH2:18][C:19]([N:21]([CH3:23])[CH3:22])=[O:20])([OH:17])[C:9]1=[O:24])[C:2]1[CH:7]=[CH:6][CH:5]=[CH:4][CH:3]=1.[Cl:25]N1C(=O)CCC1=O.C(O)(=O)C.C1(C)C=CC=CC=1. Product: [CH2:1]([N:8]1[C:16]2[C:11](=[CH:12][C:13]([Cl:25])=[CH:14][CH:15]=2)[C:10]([CH2:18][C:19]([N:21]([CH3:23])[CH3:22])=[O:20])([OH:17])[C:9]1=[O:24])[C:2]1[CH:3]=[CH:4][CH:5]=[CH:6][CH:7]=1. The catalyst class is: 6. (5) Reactant: [N:1]1([CH2:7][C:8]2[CH:9]=[C:10]([NH2:15])[C:11]([NH2:14])=[CH:12][CH:13]=2)[CH2:6][CH2:5][O:4][CH2:3][CH2:2]1.[N+:16]([C:19]1[C:20]([C:24](O)=O)=[N:21][NH:22][CH:23]=1)([O-:18])=[O:17]. Product: [N:1]1([CH2:7][C:8]2[CH:13]=[CH:12][C:11]3[NH:14][C:24]([C:20]4[C:19]([N+:16]([O-:18])=[O:17])=[CH:23][NH:22][N:21]=4)=[N:15][C:10]=3[CH:9]=2)[CH2:6][CH2:5][O:4][CH2:3][CH2:2]1. The catalyst class is: 9. (6) The catalyst class is: 9. Reactant: [OH:1][CH:2]1[CH2:6][CH2:5][O:4][C:3]1=[O:7].[H-].[Na+].Br[CH2:11][CH2:12][O:13][CH:14]1[CH2:19][CH2:18][CH2:17][CH2:16][O:15]1.O. Product: [O:15]1[CH2:16][CH2:17][CH2:18][CH2:19][CH:14]1[O:13][CH2:12][CH2:11][O:1][CH:2]1[CH2:6][CH2:5][O:4][C:3]1=[O:7]. (7) Reactant: [CH3:1]I.[H-].[Na+].C(OP([CH2:13][C:14]#[N:15])(=O)OCC)C.O=[C:17]1[CH2:22][CH2:21][N:20]([C:23]([O:25][C:26]([CH3:29])([CH3:28])[CH3:27])=[O:24])[CH2:19][CH2:18]1. Product: [C:14]([C:13](=[C:17]1[CH2:22][CH2:21][N:20]([C:23]([O:25][C:26]([CH3:29])([CH3:28])[CH3:27])=[O:24])[CH2:19][CH2:18]1)[CH3:1])#[N:15]. The catalyst class is: 3.